From a dataset of Reaction yield outcomes from USPTO patents with 853,638 reactions. Predict the reaction yield, written as a fraction of the theoretical maximum amount of product (1.0 means a 100% yield; for example, 0.34 means a 34% yield). (1) The reactants are [CH:1]1([NH2:7])[CH2:6][CH2:5][CH2:4][CH2:3][CH2:2]1.[C:8]([O:12][C:13](=[O:28])[CH2:14]/[C:15](=[CH:19]\[CH2:20][CH2:21][C:22]1[CH:27]=[CH:26][CH:25]=[CH:24][CH:23]=1)/[C:16]([OH:18])=[O:17])([CH3:11])([CH3:10])[CH3:9]. The yield is 0.640. The product is [CH:1]1([NH2:7])[CH2:6][CH2:5][CH2:4][CH2:3][CH2:2]1.[C:8]([O:12][C:13](=[O:28])[CH2:14][C@@H:15]([CH2:19][CH2:20][CH2:21][C:22]1[CH:23]=[CH:24][CH:25]=[CH:26][CH:27]=1)[C:16]([OH:18])=[O:17])([CH3:11])([CH3:9])[CH3:10]. The catalyst is CO. (2) The reactants are C([C@@:3]1([C:22]([OH:24])=[O:23])[CH2:8][CH2:7][CH2:6][CH2:5][C@H:4]1[O:9][CH2:10][CH2:11][C:12]1[CH:17]=[CH:16][C:15]([O:18][CH3:19])=[C:14]([O:20][CH3:21])[CH:13]=1)C.[OH-].[Na+]. The catalyst is CCO. The product is [CH3:21][O:20][C:14]1[CH:13]=[C:12]([CH:17]=[CH:16][C:15]=1[O:18][CH3:19])[CH2:11][CH2:10][O:9][C@@H:4]1[CH2:5][CH2:6][CH2:7][CH2:8][C@H:3]1[C:22]([OH:24])=[O:23]. The yield is 0.740. (3) The reactants are [SH:1][C:2]1[S:3][C:4]2[CH2:14][CH2:13][C:12]3[C:7](=[CH:8][CH:9]=[CH:10][C:11]=3[O:15][CH2:16][C:17]([O:19]CC)=[O:18])[C:5]=2[N:6]=1.[C:22]1([C:28]2[CH:35]=[CH:34][C:31]([CH2:32]Br)=[CH:30][CH:29]=2)[CH:27]=[CH:26][CH:25]=[CH:24][CH:23]=1. No catalyst specified. The product is [C:22]1([C:28]2[CH:29]=[CH:30][C:31]([CH2:32][S:1][C:2]3[S:3][C:4]4[CH2:14][CH2:13][C:12]5[C:7](=[CH:8][CH:9]=[CH:10][C:11]=5[O:15][CH2:16][C:17]([OH:19])=[O:18])[C:5]=4[N:6]=3)=[CH:34][CH:35]=2)[CH:23]=[CH:24][CH:25]=[CH:26][CH:27]=1. The yield is 0.680.